This data is from Reaction yield outcomes from USPTO patents with 853,638 reactions. The task is: Predict the reaction yield, written as a fraction of the theoretical maximum amount of product (1.0 means a 100% yield; for example, 0.34 means a 34% yield). The reactants are C(C1N([CH2:14][C:15]2[CH:32]=[CH:31][C:18]3/[C:19](=[CH:28]/[C:29]#[N:30])/[C:20]4[CH:27]=[CH:26][CH:25]=[CH:24][C:21]=4[CH2:22][CH2:23][C:17]=3[CH:16]=2)C2=NC(C)=CC(C)=C2N=1)C.N1C(C)=CC=CC=1C.[Br-:41].[Li+].CS(OS(C)(=O)=O)(=O)=O. The catalyst is C1COCC1.CCCCCC.C(OCC)(=O)C. The product is [Br:41][CH2:14][C:15]1[CH:32]=[CH:31][C:18]2/[C:19](=[CH:28]/[C:29]#[N:30])/[C:20]3[CH:27]=[CH:26][CH:25]=[CH:24][C:21]=3[CH2:22][CH2:23][C:17]=2[CH:16]=1. The yield is 0.740.